This data is from TCR-epitope binding with 47,182 pairs between 192 epitopes and 23,139 TCRs. The task is: Binary Classification. Given a T-cell receptor sequence (or CDR3 region) and an epitope sequence, predict whether binding occurs between them. The epitope is KLWAQCVQL. The TCR CDR3 sequence is CASSPGLIGPPNNEQFF. Result: 1 (the TCR binds to the epitope).